From a dataset of Forward reaction prediction with 1.9M reactions from USPTO patents (1976-2016). Predict the product of the given reaction. (1) Given the reactants S(C)C.CC(CC)=C.[CH2:9]([C:12]1([C:28]2[CH:33]=[CH:32][C:31]([F:34])=[CH:30][CH:29]=2)[O:17][C:16](=[O:18])[N:15]([CH2:19][C:20]2[CH:25]=[CH:24][C:23]([Cl:26])=[CH:22][C:21]=2[Cl:27])[CH2:14][CH2:13]1)[CH:10]=[CH2:11].[OH2:35], predict the reaction product. The product is: [Cl:27][C:21]1[CH:22]=[C:23]([Cl:26])[CH:24]=[CH:25][C:20]=1[CH2:19][N:15]1[CH2:14][CH2:13][C:12]([C:28]2[CH:29]=[CH:30][C:31]([F:34])=[CH:32][CH:33]=2)([CH2:9][CH2:10][CH2:11][OH:35])[O:17][C:16]1=[O:18]. (2) Given the reactants [CH3:1][N:2]1[C:10]2[C:5](=[CH:6][C:7]([CH3:11])=[CH:8][CH:9]=2)[CH:4]=[CH:3]1.C([Li])CCC.[B:17](OC)([O:20]C)[O:18]C.Cl.[OH-].[Na+], predict the reaction product. The product is: [CH3:1][N:2]1[C:10]2[C:5](=[CH:6][C:7]([CH3:11])=[CH:8][CH:9]=2)[CH:4]=[C:3]1[B:17]([OH:20])[OH:18]. (3) Given the reactants [CH3:1][CH2:2][N:3]([CH:7]([CH3:9])C)[CH:4]([CH3:6])[CH3:5].FC(F)(F)C(O)=[O:13].FC(F)(F)C(O)=O.FC(F)(F)C(O)=O.O1CC(N2CC[CH:38]([N:41]3[CH2:44][C:43]4([CH2:47][NH:46][CH2:45]4)[CH2:42]3)CC2)C1.Cl[C:49]1([C:61]2[CH:66]=[C:65]([O:67][CH3:68])[CH:64]=[CH:63][C:62]=2[O:69][CH2:70][CH3:71])[C:57]2[C:52](=[CH:53][CH:54]=[C:55]([C:58]#[N:59])[CH:56]=2)[NH:51][C:50]1=[O:60].C([O-])([O-])=O.[K+].[K+], predict the reaction product. The product is: [CH2:70]([O:69][C:62]1[CH:63]=[CH:64][C:65]([O:67][CH3:68])=[CH:66][C:61]=1[C:49]1([N:46]2[CH2:47][C:43]3([CH2:44][N:41]([CH:38]4[CH2:1][CH2:2][N:3]([CH:4]5[CH2:5][O:13][CH2:6]5)[CH2:7][CH2:9]4)[CH2:42]3)[CH2:45]2)[C:57]2[C:52](=[CH:53][CH:54]=[C:55]([C:58]#[N:59])[CH:56]=2)[NH:51][C:50]1=[O:60])[CH3:71]. (4) Given the reactants Cl[C:2]1[C:3]([NH2:9])=[N:4][CH:5]=[N:6][C:7]=1Cl.[OH:10][C@@H:11]1[CH2:16][CH2:15][CH2:14][N:13]([C:17]([O:19]C(C)(C)C)=O)[CH2:12]1.[O:24]([C:31]1[CH:36]=[CH:35][C:34](B(O)O)=[CH:33][CH:32]=1)[C:25]1[CH:30]=[CH:29][CH:28]=[CH:27][CH:26]=1.[C:40](Cl)(=O)[CH:41]=C, predict the reaction product. The product is: [NH2:9][C:3]1[N:4]=[CH:5][N:6]=[C:7]([O:10][C@@H:11]2[CH2:16][CH2:15][CH2:14][N:13]([C:17](=[O:19])[CH:40]=[CH2:41])[CH2:12]2)[C:2]=1[C:28]1[CH:29]=[CH:30][C:25]([O:24][C:31]2[CH:36]=[CH:35][CH:34]=[CH:33][CH:32]=2)=[CH:26][CH:27]=1. (5) Given the reactants [H-].[Na+].[F:3][C:4]1[CH:5]=[C:6]([CH2:12][OH:13])[CH:7]=[C:8]([F:11])[C:9]=1[F:10].[F:14][C:15]([F:20])([F:19])[C:16]([OH:18])=[O:17].Cl[C:22]1[CH:32]=[C:26]2[N:27]([CH3:31])[CH2:28][CH2:29][CH2:30][N:25]2[C:24](=[O:33])[N:23]=1, predict the reaction product. The product is: [CH3:31][N:27]1[CH2:28][CH2:29][CH2:30][N:25]2[C:24](=[O:33])[N:23]=[C:22]([O:13][CH2:12][C:6]3[CH:5]=[C:4]([F:3])[C:9]([F:10])=[C:8]([F:11])[CH:7]=3)[CH:32]=[C:26]12.[C:16]([OH:18])([C:15]([F:20])([F:19])[F:14])=[O:17]. (6) Given the reactants [OH:1][C:2]([C:4]([F:7])([F:6])[F:5])=O.[F:8][C:9]1[CH:36]=[CH:35][C:12]([CH2:13][N:14]2[CH2:19][CH2:18][N:17]3[C:20](=[O:33])[C:21]([CH2:26][CH:27]4[CH2:32][CH2:31][NH:30][CH2:29][CH2:28]4)=[C:22]([OH:25])[C:23]([OH:24])=[C:16]3[C:15]2=[O:34])=[CH:11][CH:10]=1.N1C=CC=CC=1.FC(F)(F)C(OC(=O)C(F)(F)F)=O.CN(C=O)C, predict the reaction product. The product is: [F:8][C:9]1[CH:10]=[CH:11][C:12]([CH2:13][N:14]2[CH2:19][CH2:18][N:17]3[C:20](=[O:33])[C:21]([CH2:26][CH:27]4[CH2:28][CH2:29][N:30]([C:2](=[O:1])[C:4]([F:7])([F:6])[F:5])[CH2:31][CH2:32]4)=[C:22]([OH:25])[C:23]([OH:24])=[C:16]3[C:15]2=[O:34])=[CH:35][CH:36]=1.